From a dataset of Peptide-MHC class I binding affinity with 185,985 pairs from IEDB/IMGT. Regression. Given a peptide amino acid sequence and an MHC pseudo amino acid sequence, predict their binding affinity value. This is MHC class I binding data. The peptide sequence is YLFNQHIKK. The MHC is HLA-A68:01 with pseudo-sequence HLA-A68:01. The binding affinity (normalized) is 0.756.